This data is from Peptide-MHC class II binding affinity with 134,281 pairs from IEDB. The task is: Regression. Given a peptide amino acid sequence and an MHC pseudo amino acid sequence, predict their binding affinity value. This is MHC class II binding data. (1) The peptide sequence is VQNTVEDLKLNTLGR. The MHC is HLA-DQA10401-DQB10402 with pseudo-sequence HLA-DQA10401-DQB10402. The binding affinity (normalized) is 0.0583. (2) The peptide sequence is YPMEIRPRKTHESHL. The MHC is DRB3_0202 with pseudo-sequence DRB3_0202. The binding affinity (normalized) is 0.